This data is from Catalyst prediction with 721,799 reactions and 888 catalyst types from USPTO. The task is: Predict which catalyst facilitates the given reaction. (1) Reactant: [OH:1][CH:2]1[CH2:5][N:4]([C:6]([O:8][C:9]([CH3:12])([CH3:11])[CH3:10])=[O:7])[CH2:3]1.C(N(CC)CC)C.[CH3:20][S:21](Cl)(=[O:23])=[O:22]. Product: [CH3:20][S:21]([O:1][CH:2]1[CH2:3][N:4]([C:6]([O:8][C:9]([CH3:12])([CH3:11])[CH3:10])=[O:7])[CH2:5]1)(=[O:23])=[O:22]. The catalyst class is: 7. (2) Reactant: [N+:1]([C:4]1[CH:5]=[CH:6][C:7]([B:12]2[O:16][C:15](C)(C)C(C)(C)[O:13]2)=[C:8](CO)[CH:9]=1)([O-:3])=[O:2]. Product: [N+:1]([C:4]1[CH:9]=[CH:8][C:7]2[B:12]([OH:13])[O:16][CH2:15][C:6]=2[CH:5]=1)([O-:3])=[O:2]. The catalyst class is: 33. (3) Reactant: [Br:1][C:2]1[CH:8]=[CH:7][C:5]([NH2:6])=[C:4]([N+:9]([O-])=[O:10])[C:3]=1[Cl:12].[OH-:13].[K+].O. Product: [Br:1][C:2]1[CH:8]=[CH:7][C:5]2=[N+:6]([O-:13])[O:10][N:9]=[C:4]2[C:3]=1[Cl:12]. The catalyst class is: 8.